Dataset: Catalyst prediction with 721,799 reactions and 888 catalyst types from USPTO. Task: Predict which catalyst facilitates the given reaction. (1) The catalyst class is: 33. Product: [Br:1][C:2]1[CH:3]=[CH:4][C:5]([CH:8]2[CH2:13][CH2:12][O:11][CH2:10][CH2:9]2)=[N:6][CH:7]=1. Reactant: [Br:1][C:2]1[CH:3]=[CH:4][C:5]([C:8]2(C#N)[CH2:13][CH2:12][O:11][CH2:10][CH2:9]2)=[N:6][CH:7]=1.C(=O)([O-])[O-].[K+].[K+]. (2) Reactant: CC1(C)C(C)(C)OB([C:9]2[CH:14]=[CH:13][C:12]([O:15][CH:16]([CH3:18])[CH3:17])=[C:11]([C:19]([F:22])([F:21])[F:20])[CH:10]=2)O1.Cl[C:25]1[N:30]=[CH:29][C:28]([C:31]2[C:32]([O:46][CH3:47])=[C:33]([CH2:38][CH2:39][CH2:40][C:41]([O:43][CH2:44][CH3:45])=[O:42])[CH:34]=[C:35]([F:37])[CH:36]=2)=[CH:27][N:26]=1.P([O-])([O-])([O-])=O.[K+].[K+].[K+]. Product: [F:37][C:35]1[CH:36]=[C:31]([C:28]2[CH:29]=[N:30][C:25]([C:9]3[CH:14]=[CH:13][C:12]([O:15][CH:16]([CH3:17])[CH3:18])=[C:11]([C:19]([F:20])([F:21])[F:22])[CH:10]=3)=[N:26][CH:27]=2)[C:32]([O:46][CH3:47])=[C:33]([CH2:38][CH2:39][CH2:40][C:41]([O:43][CH2:44][CH3:45])=[O:42])[CH:34]=1. The catalyst class is: 108. (3) Product: [CH:22]1([C@@:16]([C:18]([O:20][CH3:21])=[O:19])([CH3:17])[NH:15][C:13]([C:4]2[C:3]([NH:2][C:42]([NH:41][C:30]3[C:31]([Cl:40])=[CH:32][C:33]([O:35][C:36]([F:37])([F:38])[F:39])=[CH:34][C:29]=3[Cl:28])=[O:43])=[CH:12][C:11]3[C:6](=[CH:7][CH:8]=[CH:9][CH:10]=3)[CH:5]=2)=[O:14])[CH2:23][CH2:24][CH2:25][CH2:26][CH2:27]1. The catalyst class is: 17. Reactant: Cl.[NH2:2][C:3]1[C:4]([C:13]([NH:15][C@:16]([CH:22]2[CH2:27][CH2:26][CH2:25][CH2:24][CH2:23]2)([C:18]([O:20][CH3:21])=[O:19])[CH3:17])=[O:14])=[CH:5][C:6]2[C:11]([CH:12]=1)=[CH:10][CH:9]=[CH:8][CH:7]=2.[Cl:28][C:29]1[CH:34]=[C:33]([O:35][C:36]([F:39])([F:38])[F:37])[CH:32]=[C:31]([Cl:40])[C:30]=1[N:41]=[C:42]=[O:43].CCCCCC.C(OCC)(=O)C. (4) Reactant: C([N:3](CC)CC)C.ClC(OCC(C)C)=O.[S:16]1[CH:20]=[CH:19][C:18]2[C:21]([N:25]3[CH2:30][CH2:29][N:28]([CH2:31][CH2:32][CH2:33][O:34][C:35]4[C:44]5[C:39](=[CH:40][CH:41]=[CH:42][CH:43]=5)[N:38]=[C:37]([C:45](O)=[O:46])[CH:36]=4)[CH2:27][CH2:26]3)=[CH:22][CH:23]=[CH:24][C:17]1=2.N. Product: [S:16]1[CH:20]=[CH:19][C:18]2[C:21]([N:25]3[CH2:30][CH2:29][N:28]([CH2:31][CH2:32][CH2:33][O:34][C:35]4[C:44]5[C:39](=[CH:40][CH:41]=[CH:42][CH:43]=5)[N:38]=[C:37]([C:45]([NH2:3])=[O:46])[CH:36]=4)[CH2:27][CH2:26]3)=[CH:22][CH:23]=[CH:24][C:17]1=2. The catalyst class is: 115. (5) Reactant: [CH:1]1([N:7]([CH3:28])[C:8]2[C:9]([F:27])=[CH:10][C:11]3[C:12]([CH:26]=2)=[N:13][C:14]2[N:15]([CH3:25])[CH:16]=[C:17]([C:22]([OH:24])=[O:23])[C:18](=[O:21])[C:19]=2[CH:20]=3)[CH2:6][CH2:5][CH2:4][CH2:3][CH2:2]1.[OH-].[OH:30][CH2:31][CH2:32][N+:33]([CH3:36])([CH3:35])[CH3:34]. Product: [OH:30][CH2:31][CH2:32][N+:33]([CH3:36])([CH3:35])[CH3:34].[CH:1]1([N:7]([CH3:28])[C:8]2[C:9]([F:27])=[CH:10][C:11]3[C:12]([CH:26]=2)=[N:13][C:14]2[N:15]([CH3:25])[CH:16]=[C:17]([C:22]([O-:24])=[O:23])[C:18](=[O:21])[C:19]=2[CH:20]=3)[CH2:2][CH2:3][CH2:4][CH2:5][CH2:6]1. The catalyst class is: 5. (6) Reactant: [Cl:1][C:2]1[CH:28]=[CH:27][C:5]([CH2:6][C:7]2[CH:8]=[C:9]([C:14]([C@@H:16]3[O:25][C@H:19]4[O:20][C:21]([CH3:24])([CH3:23])[O:22][C@H:18]4[C@@H:17]3[OH:26])=[O:15])[CH:10]=[CH:11][C:12]=2[CH3:13])=[CH:4][CH:3]=1.[BH4-].[Na+]. Product: [Cl:1][C:2]1[CH:3]=[CH:4][C:5]([CH2:6][C:7]2[CH:8]=[C:9]([C@H:14]([OH:15])[C@@H:16]3[O:25][C@H:19]4[O:20][C:21]([CH3:24])([CH3:23])[O:22][C@H:18]4[C@@H:17]3[OH:26])[CH:10]=[CH:11][C:12]=2[CH3:13])=[CH:27][CH:28]=1. The catalyst class is: 5. (7) Reactant: F[B-](F)(F)F.[CH3:6][O+](C)C.ClCCl.[Si:13]([O:30][CH2:31][C:32]1[N:33]=[C:34]([N:44]2[CH2:49][CH2:48][N:47]([C:50]([O:52][C:53]([CH3:56])([CH3:55])[CH3:54])=[O:51])[CH2:46][CH2:45]2)[N:35]([CH2:40][C:41]#[C:42][CH3:43])[C:36]=1[C:37](=[S:39])[NH2:38])([C:26]([CH3:29])([CH3:28])[CH3:27])([C:20]1[CH:25]=[CH:24][CH:23]=[CH:22][CH:21]=1)[C:14]1[CH:19]=[CH:18][CH:17]=[CH:16][CH:15]=1. Product: [Si:13]([O:30][CH2:31][C:32]1[N:33]=[C:34]([N:44]2[CH2:49][CH2:48][N:47]([C:50]([O:52][C:53]([CH3:56])([CH3:55])[CH3:54])=[O:51])[CH2:46][CH2:45]2)[N:35]([CH2:40][C:41]#[C:42][CH3:43])[C:36]=1[C:37]([S:39][CH3:6])=[NH:38])([C:26]([CH3:28])([CH3:27])[CH3:29])([C:14]1[CH:15]=[CH:16][CH:17]=[CH:18][CH:19]=1)[C:20]1[CH:25]=[CH:24][CH:23]=[CH:22][CH:21]=1. The catalyst class is: 13. (8) Reactant: [O:1]=[C:2]([O:9][CH2:10][C:11]([Cl:14])([Cl:13])[Cl:12])[CH2:3][CH2:4][CH2:5][C:6](O)=[O:7].O1CCCC1.C(Cl)(=O)C([Cl:23])=O. Product: [O:1]=[C:2]([O:9][CH2:10][C:11]([Cl:14])([Cl:13])[Cl:12])[CH2:3][CH2:4][CH2:5][C:6]([Cl:23])=[O:7]. The catalyst class is: 9. (9) Reactant: [Cl:1][C:2]1[CH:3]=[C:4]([CH:7]=[CH:8][CH:9]=1)[CH:5]=O.[C:10]([NH:13][CH2:14][C:15]([OH:17])=[O:16])(=O)[CH3:11].C([O-])(=O)C.[Na+]. Product: [Cl:1][C:2]1[CH:3]=[C:4]([CH:7]=[CH:8][CH:9]=1)/[CH:5]=[C:14]1\[N:13]=[C:10]([CH3:11])[O:17][C:15]\1=[O:16]. The catalyst class is: 152.